This data is from Reaction yield outcomes from USPTO patents with 853,638 reactions. The task is: Predict the reaction yield, written as a fraction of the theoretical maximum amount of product (1.0 means a 100% yield; for example, 0.34 means a 34% yield). (1) The reactants are [OH:1][CH2:2][C:3]1[CH:8]=[CH:7][C:6]([OH:9])=[CH:5][CH:4]=1.C(=O)([O-])[O-].[K+].[K+].Br[CH2:17][C:18]([O:20][CH2:21][CH3:22])=[O:19]. The catalyst is CC#N. The product is [OH:1][CH2:2][C:3]1[CH:8]=[CH:7][C:6]([O:9][CH2:17][C:18]([O:20][CH2:21][CH3:22])=[O:19])=[CH:5][CH:4]=1. The yield is 0.620. (2) The reactants are [Cl-].O[NH3+:3].[C:4](=[O:7])([O-])[OH:5].[Na+].CS(C)=O.[CH2:13]([C:15]1[N:16]=[C:17]([CH2:48][CH2:49][CH3:50])[N:18]([CH2:33][C:34]2[CH:39]=[CH:38][C:37]([C:40]3[C:41]([C:46]#[N:47])=[CH:42][CH:43]=[CH:44][CH:45]=3)=[CH:36][CH:35]=2)[C:19](=[O:32])[C:20]=1[C:21]1[CH:26]=[CH:25][C:24]([O:27][CH:28]([CH3:30])[CH3:29])=[C:23]([F:31])[CH:22]=1)[CH3:14]. The catalyst is O. The product is [CH2:13]([C:15]1[N:16]=[C:17]([CH2:48][CH2:49][CH3:50])[N:18]([CH2:33][C:34]2[CH:35]=[CH:36][C:37]([C:40]3[CH:45]=[CH:44][CH:43]=[CH:42][C:41]=3[C:46]3[NH:3][C:4](=[O:7])[O:5][N:47]=3)=[CH:38][CH:39]=2)[C:19](=[O:32])[C:20]=1[C:21]1[CH:26]=[CH:25][C:24]([O:27][CH:28]([CH3:29])[CH3:30])=[C:23]([F:31])[CH:22]=1)[CH3:14]. The yield is 0.790. (3) The reactants are [Cl:1][C:2]1[C:3](=[O:25])[N:4]([CH3:24])[CH:5]=[C:6]([C:9]([N:11]2[CH2:16][CH2:15][CH:14]([C:17]3[CH:22]=[CH:21][C:20]([F:23])=[CH:19][CH:18]=3)[CH2:13][CH2:12]2)=[O:10])[C:7]=1Cl.[Cl:26][C:27]1[CH:28]=[C:29]([CH:31]=[CH:32][C:33]=1[S:34][CH3:35])[NH2:30]. No catalyst specified. The product is [Cl:1][C:2]1[C:3](=[O:25])[N:4]([CH3:24])[CH:5]=[C:6]([C:9]([N:11]2[CH2:16][CH2:15][CH:14]([C:17]3[CH:22]=[CH:21][C:20]([F:23])=[CH:19][CH:18]=3)[CH2:13][CH2:12]2)=[O:10])[C:7]=1[NH:30][C:29]1[CH:31]=[CH:32][C:33]([S:34][CH3:35])=[C:27]([Cl:26])[CH:28]=1. The yield is 0.450. (4) The reactants are [OH:1][C:2]1[CH:29]=[CH:28][CH:27]=[CH:26][C:3]=1[CH2:4][NH:5][C:6]([NH:8][C:9]1[N:13]([C:14]2[CH:19]=[CH:18][C:17]([CH3:20])=[CH:16][CH:15]=2)[N:12]=[C:11]([C:21]([CH2:24][CH3:25])([CH3:23])[CH3:22])[CH:10]=1)=[O:7].[Cl:30][C:31]1[N:36]=[C:35](Cl)[CH:34]=[CH:33][N:32]=1.[OH-].[Na+]. The catalyst is CC(C)=O. The product is [Cl:30][C:31]1[N:36]=[C:35]([O:1][C:2]2[CH:29]=[CH:28][CH:27]=[CH:26][C:3]=2[CH2:4][NH:5][C:6]([NH:8][C:9]2[N:13]([C:14]3[CH:19]=[CH:18][C:17]([CH3:20])=[CH:16][CH:15]=3)[N:12]=[C:11]([C:21]([CH2:24][CH3:25])([CH3:23])[CH3:22])[CH:10]=2)=[O:7])[CH:34]=[CH:33][N:32]=1. The yield is 0.860. (5) The reactants are [C:1]([C:5]1[CH:12]=[CH:11][C:8]([C:9]#[N:10])=[C:7]([OH:13])[CH:6]=1)([CH3:4])([CH3:3])[CH3:2].CC(C)([O-])C.[K+].Br[C:21]1[S:22][CH:23]=[C:24]([C:26]([NH:28][C:29]2[C:30]([O:51][CH3:52])=[N:31][C:32]([NH:37][CH2:38][CH2:39][N:40]([CH:48]([CH3:50])[CH3:49])[C:41](=[O:47])[O:42][C:43]([CH3:46])([CH3:45])[CH3:44])=[N:33][C:34]=2[O:35][CH3:36])=[O:27])[N:25]=1. The catalyst is C1COCC1.CS(C)=O. The product is [C:1]([C:5]1[CH:12]=[CH:11][C:8]([C:9]#[N:10])=[C:7]([CH:6]=1)[O:13][C:21]1[S:22][CH:23]=[C:24]([C:26]([NH:28][C:29]2[C:30]([O:51][CH3:52])=[N:31][C:32]([NH:37][CH2:38][CH2:39][N:40]([CH:48]([CH3:49])[CH3:50])[C:41](=[O:47])[O:42][C:43]([CH3:45])([CH3:46])[CH3:44])=[N:33][C:34]=2[O:35][CH3:36])=[O:27])[N:25]=1)([CH3:4])([CH3:2])[CH3:3]. The yield is 0.700. (6) The reactants are [CH:1]1([CH:6]([N:12]2[CH:16]=[C:15]([C:17]3[C:18]4[CH:25]=[CH:24][N:23](COCC[Si](C)(C)C)[C:19]=4[N:20]=[CH:21][N:22]=3)[CH:14]=[N:13]2)[CH2:7][CH:8]=[C:9]([F:11])[F:10])[CH2:5][CH2:4][CH2:3][CH2:2]1.[C:34]([OH:40])([C:36]([F:39])([F:38])[F:37])=[O:35]. The catalyst is C(Cl)Cl. The product is [F:37][C:36]([F:39])([F:38])[C:34]([OH:40])=[O:35].[CH:1]1([CH:6]([N:12]2[CH:16]=[C:15]([C:17]3[C:18]4[CH:25]=[CH:24][NH:23][C:19]=4[N:20]=[CH:21][N:22]=3)[CH:14]=[N:13]2)[CH2:7][CH:8]=[C:9]([F:10])[F:11])[CH2:5][CH2:4][CH2:3][CH2:2]1. The yield is 0.980. (7) The reactants are [C:1]1([NH2:8])[CH:6]=[CH:5][CH:4]=[CH:3][C:2]=1[NH2:7].[CH3:9][C:10]([CH3:15])=[CH:11][C:12](O)=[O:13]. The catalyst is C(Cl)(Cl)Cl. The product is [CH3:9][C:10]1([CH3:15])[CH2:11][C:12](=[O:13])[NH:8][C:1]2[CH:6]=[CH:5][CH:4]=[CH:3][C:2]=2[NH:7]1. The yield is 0.412. (8) The reactants are Cl.[CH:2]1([CH2:8][CH2:9][NH:10][NH:11][C:12]([NH2:14])=[NH:13])[CH2:7][CH2:6][CH2:5][CH2:4][CH2:3]1.[CH3:15][O:16][C:17]1[CH:27]=[C:26]([CH3:28])[C:25]([O:29][CH3:30])=[CH:24][C:18]=1[C:19](OCC)=O.C[O-].[Na+]. The catalyst is CO. The product is [CH:2]1([CH2:8][CH2:9][N:10]2[C:19]([C:18]3[CH:24]=[C:25]([O:29][CH3:30])[C:26]([CH3:28])=[CH:27][C:17]=3[O:16][CH3:15])=[N:13][C:12]([NH2:14])=[N:11]2)[CH2:3][CH2:4][CH2:5][CH2:6][CH2:7]1. The yield is 0.670. (9) The reactants are [CH2:1]([N:3]1[C:7]2=[N:8][C:9]([CH2:48][CH3:49])=[C:10]([CH2:19][NH:20][C:21]([C:23]3[CH:28]=[CH:27][CH:26]=[C:25]([C:29]([NH:31][CH2:32][C:33]4[CH:34]=[C:35]([C:40]5[CH:45]=[CH:44][CH:43]=[C:42]([CH:46]=O)[CH:41]=5)[CH:36]=[C:37]([CH3:39])[CH:38]=4)=[O:30])[CH:24]=3)=[O:22])[C:11]([NH:12][CH:13]3[CH2:18][CH2:17][O:16][CH2:15][CH2:14]3)=[C:6]2[CH:5]=[N:4]1)[CH3:2].[CH3:50][CH:51]1[CH2:56][NH:55][CH2:54][CH:53]([CH3:57])[NH:52]1.CC(O)=O.[BH-](OC(C)=O)(OC(C)=O)OC(C)=O.[Na+]. The catalyst is C(Cl)Cl. The product is [CH2:1]([N:3]1[C:7]2=[N:8][C:9]([CH2:48][CH3:49])=[C:10]([CH2:19][NH:20][C:21]([C:23]3[CH:28]=[CH:27][CH:26]=[C:25]([C:29]([NH:31][CH2:32][C:33]4[CH:34]=[C:35]([C:40]5[CH:45]=[CH:44][CH:43]=[C:42]([CH2:46][N:55]6[CH2:54][C@H:53]([CH3:57])[NH:52][C@H:51]([CH3:50])[CH2:56]6)[CH:41]=5)[CH:36]=[C:37]([CH3:39])[CH:38]=4)=[O:30])[CH:24]=3)=[O:22])[C:11]([NH:12][CH:13]3[CH2:18][CH2:17][O:16][CH2:15][CH2:14]3)=[C:6]2[CH:5]=[N:4]1)[CH3:2]. The yield is 0.430. (10) The reactants are [NH:1]1[CH2:4][CH:3]([CH:5]2[CH2:10][CH2:9][N:8]([C:11]([C:13]3[S:14][CH:15]=[CH:16][N:17]=3)=[O:12])[CH2:7][CH2:6]2)[CH2:2]1.[C:18]1([C:24]2[O:25][C:26]3[CH:32]=[C:31]([C:33](O)=[O:34])[CH:30]=[CH:29][C:27]=3[N:28]=2)[CH:23]=[CH:22][CH:21]=[CH:20][CH:19]=1.CCN(CC)CC.CN(C(ON1N=NC2C=CC=NC1=2)=[N+](C)C)C.F[P-](F)(F)(F)(F)F. The catalyst is C(Cl)Cl. The product is [C:18]1([C:24]2[O:25][C:26]3[CH:32]=[C:31]([C:33]([N:1]4[CH2:2][CH:3]([CH:5]5[CH2:6][CH2:7][N:8]([C:11]([C:13]6[S:14][CH:15]=[CH:16][N:17]=6)=[O:12])[CH2:9][CH2:10]5)[CH2:4]4)=[O:34])[CH:30]=[CH:29][C:27]=3[N:28]=2)[CH:23]=[CH:22][CH:21]=[CH:20][CH:19]=1. The yield is 0.390.